From a dataset of Full USPTO retrosynthesis dataset with 1.9M reactions from patents (1976-2016). Predict the reactants needed to synthesize the given product. (1) Given the product [F:41][C:42]1[CH:43]=[N:44][C:45]2[C:50]([C:51]=1[C:5]1[N:4]=[C:3]3[C:8]([N:9]=[C:10]([CH2:11][N:12]4[CH2:13][CH2:14][CH:15]([C:18]([OH:21])([CH3:19])[CH3:20])[CH2:16][CH2:17]4)[N:2]3[CH3:1])=[C:7]([N:22]3[CH2:23][CH2:24][O:25][CH2:26][CH2:27]3)[N:6]=1)=[CH:49][CH:48]=[CH:47][CH:46]=2, predict the reactants needed to synthesize it. The reactants are: [CH3:1][N:2]1[C:10]([CH2:11][N:12]2[CH2:17][CH2:16][CH:15]([C:18]([OH:21])([CH3:20])[CH3:19])[CH2:14][CH2:13]2)=[N:9][C:8]2[C:3]1=[N:4][C:5]([Sn](CCCC)(CCCC)CCCC)=[N:6][C:7]=2[N:22]1[CH2:27][CH2:26][O:25][CH2:24][CH2:23]1.[F:41][C:42]1[CH:43]=[N:44][C:45]2[C:50]([C:51]=1I)=[CH:49][CH:48]=[CH:47][CH:46]=2. (2) Given the product [CH:1]1([C:4]2[NH:8][C:7]3[CH:16]=[C:17]([C:36]4[C:37]([CH3:42])=[N:38][O:39][C:40]=4[CH3:41])[CH:18]=[C:19]([C:20]([C:28]4[CH:33]=[CH:32][N:31]=[CH:30][C:29]=4[CH3:34])([C:21]4[CH:26]=[CH:25][N:24]=[CH:23][C:22]=4[CH3:27])[OH:35])[C:6]=3[N:5]=2)[CH2:3][CH2:2]1, predict the reactants needed to synthesize it. The reactants are: [CH:1]1([C:4]2[N:8](C(OC(C)(C)C)=O)[C:7]3[CH:16]=[C:17]([C:36]4[C:37]([CH3:42])=[N:38][O:39][C:40]=4[CH3:41])[CH:18]=[C:19]([C:20]([OH:35])([C:28]4[CH:33]=[CH:32][N:31]=[CH:30][C:29]=4[CH3:34])[C:21]4[CH:26]=[CH:25][N:24]=[CH:23][C:22]=4[CH3:27])[C:6]=3[N:5]=2)[CH2:3][CH2:2]1.C(O)(C(F)(F)F)=O. (3) Given the product [NH2:1][C:4]1[CH:12]=[CH:11][C:7]([C:8]([NH2:10])=[O:9])=[CH:6][C:5]=1[O:13][CH:14]1[CH2:18][CH2:17][O:16][CH2:15]1, predict the reactants needed to synthesize it. The reactants are: [N+:1]([C:4]1[CH:12]=[CH:11][C:7]([C:8]([NH2:10])=[O:9])=[CH:6][C:5]=1[O:13][CH:14]1[CH2:18][CH2:17][O:16][CH2:15]1)([O-])=O. (4) Given the product [Si:7]([O:6][CH:27]1[CH:28]([N:30]2[CH2:31][CH2:32][N:33]([CH3:36])[CH2:34][CH2:35]2)[CH2:29][N:25]([C:23]([C:22]2[C:17]([Cl:16])=[C:18]([NH:40][C:41](=[O:47])[O:42][C:43]([CH3:44])([CH3:45])[CH3:46])[CH:19]=[C:20]([C:38]#[N:39])[CH:21]=2)=[O:24])[CH2:26]1)([C:10]([CH3:13])([CH3:12])[CH3:11])([CH3:9])[CH3:8], predict the reactants needed to synthesize it. The reactants are: FC(F)(F)S([O:6][Si:7]([C:10]([CH3:13])([CH3:12])[CH3:11])([CH3:9])[CH3:8])(=O)=O.[Cl:16][C:17]1[C:22]([C:23]([N:25]2[CH2:29][CH:28]([N:30]3[CH2:35][CH2:34][N:33]([CH3:36])[CH2:32][CH2:31]3)[CH:27](O)[CH2:26]2)=[O:24])=[CH:21][C:20]([C:38]#[N:39])=[CH:19][C:18]=1[NH:40][C:41](=[O:47])[O:42][C:43]([CH3:46])([CH3:45])[CH3:44].N1C=CN=C1. (5) The reactants are: C1(C[N:8]2[CH2:13][CH2:12][C:11](=[C:14]3[C:27]4[CH:26]=[CH:25][CH:24]=[CH:23][C:22]=4[O:21][C:20]4[C:15]3=[CH:16][CH:17]=[CH:18][CH:19]=4)[CH2:10][CH2:9]2)C=CC=CC=1.C(#N)C.Cl[C:32]([O:34][CH2:35][C:36]([Cl:39])([Cl:38])[Cl:37])=[O:33].O. Given the product [Cl:37][C:36]([Cl:39])([Cl:38])[CH2:35][O:34][C:32]([N:8]1[CH2:13][CH2:12][C:11](=[C:14]2[C:15]3[CH:16]=[CH:17][CH:18]=[CH:19][C:20]=3[O:21][C:22]3[C:27]2=[CH:26][CH:25]=[CH:24][CH:23]=3)[CH2:10][CH2:9]1)=[O:33], predict the reactants needed to synthesize it. (6) Given the product [Si:5]([O:6][CH2:7][CH2:8][N:9]([C:43]([C:42]1[C:37]([Cl:36])=[N:38][CH:39]=[N:40][C:41]=1[Cl:46])=[O:44])[C:10]1[CH:11]=[CH:12][C:13]([C@H:16]2[CH2:17][CH2:18][C@H:19]([CH2:22][C:23]([O:25][CH3:26])=[O:24])[CH2:20][CH2:21]2)=[CH:14][CH:15]=1)([C:1]([CH3:4])([CH3:3])[CH3:2])([CH3:27])[CH3:28], predict the reactants needed to synthesize it. The reactants are: [C:1]([Si:5]([CH3:28])([CH3:27])[O:6][CH2:7][CH2:8][NH:9][C:10]1[CH:15]=[CH:14][C:13]([C@H:16]2[CH2:21][CH2:20][C@H:19]([CH2:22][C:23]([O:25][CH3:26])=[O:24])[CH2:18][CH2:17]2)=[CH:12][CH:11]=1)([CH3:4])([CH3:3])[CH3:2].C(N(CC)CC)C.[Cl:36][C:37]1[C:42]([C:43](Cl)=[O:44])=[C:41]([Cl:46])[N:40]=[CH:39][N:38]=1. (7) Given the product [CH3:6][O:3][C:1](=[O:4])[CH2:2][C:22]1[CH:23]=[CH:24][C:19]([F:18])=[CH:20][C:21]=1[O:28][CH3:29], predict the reactants needed to synthesize it. The reactants are: [C:1]([O-:4])(=[O:3])[CH3:2].[Pb+4].[C:6]([O-])(=O)[CH3:6].[C:1]([O-:4])(=[O:3])[CH3:2].C([O-])(=O)C.[F:18][C:19]1[CH:24]=[CH:23][C:22](C(=O)C)=[C:21]([O:28][CH3:29])[CH:20]=1.B(F)(F)F.CCOCC.O.